Dataset: Full USPTO retrosynthesis dataset with 1.9M reactions from patents (1976-2016). Task: Predict the reactants needed to synthesize the given product. (1) The reactants are: [CH2:1]([CH2:3][NH2:4])[OH:2].C([O-])([O-])=O.[Na+].[Na+].[N+:11]([C:14]1[CH:19]=[CH:18][CH:17]=[CH:16][C:15]=1[S:20](Cl)(=[O:22])=[O:21])([O-:13])=[O:12].C(Cl)Cl. Given the product [OH:2][CH2:1][CH2:3][NH:4][S:20]([C:15]1[CH:16]=[CH:17][CH:18]=[CH:19][C:14]=1[N+:11]([O-:13])=[O:12])(=[O:21])=[O:22], predict the reactants needed to synthesize it. (2) Given the product [Br:22][C:12]1[CH:13]=[C:7]([CH2:1][CH2:2][CH2:3][CH2:4][CH2:5][CH3:6])[CH:8]=[CH:9][C:10]=1[NH2:11], predict the reactants needed to synthesize it. The reactants are: [CH2:1]([C:7]1[CH:13]=[CH:12][C:10]([NH2:11])=[CH:9][CH:8]=1)[CH2:2][CH2:3][CH2:4][CH2:5][CH3:6].C([O-])(=O)C.[NH4+].C(#N)C.[Br:22]N1C(=O)CCC1=O. (3) Given the product [Cl:1][C:2]1[C:7]([F:8])=[CH:6][C:5]([CH2:9][S:12][CH3:11])=[CH:4][N:3]=1, predict the reactants needed to synthesize it. The reactants are: [Cl:1][C:2]1[C:7]([F:8])=[CH:6][C:5]([CH2:9]Br)=[CH:4][N:3]=1.[CH3:11][S-:12].[Na+]. (4) Given the product [C:26]([O:30][C:31](=[O:50])[NH:32][C:33]1([C:41]#[C:42][C:43]2[CH:48]=[CH:47][C:46]([C:2]#[C:1][C:3]3[CH:4]=[CH:5][C:6]([C:9](=[O:10])[C:11]4[CH:12]=[CH:13][C:14]([F:17])=[CH:15][CH:16]=4)=[CH:7][CH:8]=3)=[CH:45][CH:44]=2)[CH2:34][O:35][C:36]([CH3:40])([CH3:39])[O:37][CH2:38]1)([CH3:27])([CH3:28])[CH3:29], predict the reactants needed to synthesize it. The reactants are: [C:1]([C:3]1[CH:8]=[CH:7][C:6]([C:9]([C:11]2[CH:16]=[CH:15][C:14]([F:17])=[CH:13][CH:12]=2)=[O:10])=[CH:5][CH:4]=1)#[CH:2].C#CCCCCCC.[C:26]([O:30][C:31](=[O:50])[NH:32][C:33]1([C:41]#[C:42][C:43]2[CH:48]=[CH:47][C:46](I)=[CH:45][CH:44]=2)[CH2:38][O:37][C:36]([CH3:40])([CH3:39])[O:35][CH2:34]1)([CH3:29])([CH3:28])[CH3:27].IC1C=C2C(=CC=1)CN(C(C1C=CC=CC=1)(C1C=CC=CC=1)C1C=CC=CC=1)C2. (5) Given the product [CH3:1][O:2][C:3](=[O:13])[CH2:4][C:5]1[CH:10]=[CH:9][C:8]([S:11][CH3:12])=[C:7]([Br:14])[CH:6]=1, predict the reactants needed to synthesize it. The reactants are: [CH3:1][O:2][C:3](=[O:13])[CH2:4][C:5]1[CH:10]=[CH:9][C:8]([S:11][CH3:12])=[CH:7][CH:6]=1.[Br:14]Br.